Dataset: Full USPTO retrosynthesis dataset with 1.9M reactions from patents (1976-2016). Task: Predict the reactants needed to synthesize the given product. Given the product [Cl:11][C:12]1[CH:13]=[CH:14][C:15]([CH:18]([CH2:24][C:23]2[NH:10][C:4]3[CH:3]=[C:2]([F:1])[C:7]([F:8])=[CH:6][C:5]=3[N:9]=2)[CH2:19][C:20]([OH:22])=[O:21])=[CH:16][CH:17]=1.[ClH:11], predict the reactants needed to synthesize it. The reactants are: [F:1][C:2]1[C:7]([F:8])=[CH:6][C:5]([NH2:9])=[C:4]([NH2:10])[CH:3]=1.[Cl:11][C:12]1[CH:17]=[CH:16][C:15]([CH:18]2[CH2:24][C:23](=O)[O:22][C:20](=[O:21])[CH2:19]2)=[CH:14][CH:13]=1.